This data is from Catalyst prediction with 721,799 reactions and 888 catalyst types from USPTO. The task is: Predict which catalyst facilitates the given reaction. (1) Reactant: [F:1][C:2]([F:13])([C:6]1[N:11]=[CH:10][C:9]([F:12])=[CH:8][N:7]=1)[C:3](O)=O.[NH2:14][C:15]1[C:23]([Cl:24])=[CH:22][CH:21]=[CH:20][C:16]=1[C:17](O)=[O:18].P(OC1C=CC=CC=1)(OC1C=CC=CC=1)OC1C=CC=CC=1.Cl.[NH2:48]CCC(OCC)=O. Product: [Cl:24][C:23]1[CH:22]=[CH:21][CH:20]=[C:16]2[C:15]=1[N:14]=[C:3]([C:2]([F:13])([F:1])[C:6]1[N:11]=[CH:10][C:9]([F:12])=[CH:8][N:7]=1)[N:48]=[C:17]2[OH:18]. The catalyst class is: 17. (2) Reactant: Br[C:2]1[CH:7]=[C:6]([F:8])[C:5]([C@@H:9]2[C:14]3[NH:15][C:16]4[C:21]([C:13]=3[CH2:12][C@@H:11]([CH3:22])[N:10]2[CH2:23][C:24]([F:28])([F:27])[CH2:25][OH:26])=[CH:20][CH:19]=[CH:18][CH:17]=4)=[C:4]([F:29])[CH:3]=1.CC1(C)C2C(=C(P(C3C=CC=CC=3)C3C=CC=CC=3)C=CC=2)OC2C(P(C3C=CC=CC=3)C3C=CC=CC=3)=CC=CC1=2.C([O-])([O-])=O.[Cs+].[Cs+].[NH2:78][CH:79]1[CH2:82][N:81]([C:83]([O:85][C:86]([CH3:89])([CH3:88])[CH3:87])=[O:84])[CH2:80]1. Product: [F:27][C:24]([F:28])([CH2:25][OH:26])[CH2:23][N:10]1[C@H:11]([CH3:22])[CH2:12][C:13]2[C:21]3[C:16](=[CH:17][CH:18]=[CH:19][CH:20]=3)[NH:15][C:14]=2[C@H:9]1[C:5]1[C:4]([F:29])=[CH:3][C:2]([NH:78][CH:79]2[CH2:80][N:81]([C:83]([O:85][C:86]([CH3:89])([CH3:88])[CH3:87])=[O:84])[CH2:82]2)=[CH:7][C:6]=1[F:8]. The catalyst class is: 333.